Dataset: Full USPTO retrosynthesis dataset with 1.9M reactions from patents (1976-2016). Task: Predict the reactants needed to synthesize the given product. (1) Given the product [F:1][C:2]1[C:11]2[N:10]([CH2:12][C:13]3[CH:14]=[CH:15][C:16]([N:19]4[CH:23]=[CH:22][CH:21]=[N:20]4)=[CH:17][CH:18]=3)[CH:9]=[C:8]3[C:24](=[O:35])[N:25]([C:27]4[CH:34]=[CH:33][CH:32]=[CH:31][C:28]=4[CH2:29][OH:30])[N:26]=[C:7]3[C:6]=2[C:5]([F:36])=[CH:4][CH:3]=1, predict the reactants needed to synthesize it. The reactants are: [F:1][C:2]1[C:11]2[N:10]([CH2:12][C:13]3[CH:18]=[CH:17][C:16]([N:19]4[CH:23]=[CH:22][CH:21]=[N:20]4)=[CH:15][CH:14]=3)[CH:9]=[C:8]3[C:24](=[O:35])[N:25]([C:27]4[CH:34]=[CH:33][CH:32]=[CH:31][C:28]=4[CH:29]=[O:30])[N:26]=[C:7]3[C:6]=2[C:5]([F:36])=[CH:4][CH:3]=1.[BH4-].[Na+]. (2) Given the product [Cl:22][C:23]1[CH:24]=[C:25]([C:26]2[O:28][N:47]=[C:46]([C:43]3[CH:44]=[CH:45][C:37]([F:36])=[C:38]4[C:42]=3[NH:41][CH:40]=[C:39]4[CH2:51][CH2:52][C:53]([O:55][CH2:56][CH3:57])=[O:54])[N:49]=2)[CH:29]=[CH:30][C:31]=1[O:32][CH:33]([CH3:35])[CH3:34], predict the reactants needed to synthesize it. The reactants are: C1C=CC2N(O)N=NC=2C=1.CCN=C=NCCCN(C)C.[Cl:22][C:23]1[CH:24]=[C:25]([CH:29]=[CH:30][C:31]=1[O:32][CH:33]([CH3:35])[CH3:34])[C:26]([OH:28])=O.[F:36][C:37]1[CH:45]=[CH:44][C:43](/[C:46](/[NH:49]O)=[N:47]/[H])=[C:42]2[C:38]=1[C:39]([CH2:51][CH2:52][C:53]([O:55][CH2:56][CH3:57])=[O:54])=[CH:40][NH:41]2.CCCC[N+](CCCC)(CCCC)CCCC.[F-]. (3) Given the product [C:1]([NH:7][C:8](=[O:30])[NH:9][C:10]1[N:15]=[CH:14][C:13]([O:16][C:17]2[CH:22]=[CH:21][N:20]=[C:19]([NH:23][C:24]([N:32]3[CH2:35][CH2:34][CH2:33]3)=[O:25])[CH:18]=2)=[CH:12][CH:11]=1)(=[O:6])[C:2]([CH3:4])([CH3:3])[CH3:5], predict the reactants needed to synthesize it. The reactants are: [C:1]([NH:7][C:8](=[O:30])[NH:9][C:10]1[N:15]=[CH:14][C:13]([O:16][C:17]2[CH:22]=[CH:21][N:20]=[C:19]([NH:23][C:24](=O)[O:25]C(C)=C)[CH:18]=2)=[CH:12][CH:11]=1)(=[O:6])[C:2]([CH3:5])([CH3:4])[CH3:3].Cl.[NH:32]1[CH2:35][CH2:34][CH2:33]1.CN1CCCC1. (4) Given the product [F:29][C:30]1[CH:35]=[CH:34][CH:33]=[C:32]([F:36])[C:31]=1[C:37]1[N:39]=[C:26]([CH:11]2[CH2:12][CH:13]([C:15]3[CH:20]=[CH:19][C:18]([O:21][C:22]([F:25])([F:24])[F:23])=[CH:17][CH:16]=3)[CH2:14][N:9]([C:7]([N:1]3[CH2:6][CH2:5][O:4][CH2:3][CH2:2]3)=[O:8])[CH2:10]2)[O:28][N:38]=1, predict the reactants needed to synthesize it. The reactants are: [N:1]1([C:7]([N:9]2[CH2:14][CH:13]([C:15]3[CH:20]=[CH:19][C:18]([O:21][C:22]([F:25])([F:24])[F:23])=[CH:17][CH:16]=3)[CH2:12][CH:11]([C:26]([OH:28])=O)[CH2:10]2)=[O:8])[CH2:6][CH2:5][O:4][CH2:3][CH2:2]1.[F:29][C:30]1[CH:35]=[CH:34][CH:33]=[C:32]([F:36])[C:31]=1[C:37](=[N:39]O)[NH2:38]. (5) Given the product [CH3:18][N:12]([CH3:13])[C:17]1[C:16]2[C:37](=[CH:38][CH:39]=[C:40]([NH:43][C:24](=[O:26])[C:23]3[CH:22]=[CH:21][C:20]([C:19]([NH:43][C:40]4[CH:41]=[C:42]5[C:37](=[CH:38][CH:39]=4)[N:36]=[C:35]([CH3:44])[CH:34]=[C:33]5[N:32]([CH3:45])[CH3:31])=[O:30])=[CH:28][CH:27]=3)[CH:41]=2)[N:36]=[C:35]([CH3:44])[CH:34]=1, predict the reactants needed to synthesize it. The reactants are: [Cl-].COC1N=C(OC)N=C([N+:12]2([CH3:18])[CH2:17][CH2:16]OC[CH2:13]2)N=1.[C:19]([OH:30])(=O)[C:20]1[CH:28]=[CH:27][C:23]([C:24]([OH:26])=O)=[CH:22][CH:21]=1.[CH3:31][N:32]([CH3:45])[C:33]1[C:42]2[C:37](=[CH:38][CH:39]=[C:40]([NH2:43])[CH:41]=2)[N:36]=[C:35]([CH3:44])[CH:34]=1.